Task: Predict the reaction yield, written as a fraction of the theoretical maximum amount of product (1.0 means a 100% yield; for example, 0.34 means a 34% yield).. Dataset: Reaction yield outcomes from USPTO patents with 853,638 reactions The reactants are [OH:1][C@@H:2]1[C@@H:15]([NH:16][CH2:17][CH2:18][C:19]2[CH:24]=[CH:23][CH:22]=[CH:21][CH:20]=2)[C:14]2[CH:13]=[C:12]3[C:7]([NH:8][C:9](=O)[CH2:10][O:11]3)=[CH:6][C:5]=2[O:4][C:3]1([CH3:27])[CH3:26].[H-].[Al+3].[Li+].[H-].[H-].[H-].C(=O)([O-])O.[Na+].[C:39]([OH:46])(=[O:45])/[CH:40]=[CH:41]\[C:42]([OH:44])=[O:43]. The catalyst is O1CCCC1.C(OCC)(=O)C.CCCCCC. The product is [C:39]([OH:46])(=[O:45])/[CH:40]=[CH:41]\[C:42]([OH:44])=[O:43].[CH3:26][C:3]1([CH3:27])[C@H:2]([OH:1])[C@@H:15]([NH:16][CH2:17][CH2:18][C:19]2[CH:24]=[CH:23][CH:22]=[CH:21][CH:20]=2)[C:14]2[CH:13]=[C:12]3[C:7]([NH:8][CH2:9][CH2:10][O:11]3)=[CH:6][C:5]=2[O:4]1. The yield is 0.600.